Dataset: HIV replication inhibition screening data with 41,000+ compounds from the AIDS Antiviral Screen. Task: Binary Classification. Given a drug SMILES string, predict its activity (active/inactive) in a high-throughput screening assay against a specified biological target. (1) The drug is CC(=NNC(=S)N(C)C)c1ncc[nH]1. The result is 0 (inactive). (2) The drug is COC=Cc1ccc2c(c1)OCO2. The result is 0 (inactive). (3) The molecule is CCOC(=O)C1=CC(C(=O)OCC)=C2C=CC=C3C=CC=C1N32. The result is 0 (inactive). (4) The compound is O=C1C(Cl)C(c2ccc(O)cc2)N1n1cnc2ccccc2c1=O. The result is 0 (inactive). (5) The drug is Cl.N=c1c2ccccc2nc2oc3cc([N+](=O)[O-])ccc3n12. The result is 0 (inactive).